From a dataset of Full USPTO retrosynthesis dataset with 1.9M reactions from patents (1976-2016). Predict the reactants needed to synthesize the given product. (1) The reactants are: [CH3:1][O:2][C:3]1[CH:4]=[C:5]2[C:10](=[CH:11][CH:12]=1)[C:9]([NH:13][CH2:14]CO)=[N:8][C:7]([CH3:17])=[C:6]2[C:18]1[CH:23]=[CH:22][CH:21]=[CH:20][CH:19]=1.[CH3:24][O:25][CH2:26][CH2:27]CN. Given the product [CH3:1][O:2][C:3]1[CH:4]=[C:5]2[C:10](=[CH:11][CH:12]=1)[C:9]([NH:13][CH2:14][CH2:27][CH2:26][O:25][CH3:24])=[N:8][C:7]([CH3:17])=[C:6]2[C:18]1[CH:19]=[CH:20][CH:21]=[CH:22][CH:23]=1, predict the reactants needed to synthesize it. (2) Given the product [NH2:2][C:66](=[O:67])[CH2:65][C:60]1[CH:61]=[CH:62][CH:63]=[CH:64][C:59]=1[CH2:58][CH2:57][C:55]1[C:54]([C:69]([F:70])([F:72])[F:71])=[CH:53][N:52]=[C:51]([NH:50][C:47]2[CH:48]=[CH:49][C:44]([CH:41]3[CH2:42][CH2:43][N:39]([C:37]([O:36][C:32]([CH3:35])([CH3:33])[CH3:34])=[O:38])[CH2:40]3)=[CH:45][CH:46]=2)[N:56]=1, predict the reactants needed to synthesize it. The reactants are: O[N:2]1C2C=CC=CC=2N=N1.CCN=C=NCCCN(C)C.Cl.C(N(CC)C(C)C)(C)C.[C:32]([O:36][C:37]([N:39]1[CH2:43][CH2:42][CH:41]([C:44]2[CH:49]=[CH:48][C:47]([NH:50][C:51]3[N:56]=[C:55]([CH2:57][CH2:58][C:59]4[CH:64]=[CH:63][CH:62]=[CH:61][C:60]=4[CH2:65][C:66]([O-])=[O:67])[C:54]([C:69]([F:72])([F:71])[F:70])=[CH:53][N:52]=3)=[CH:46][CH:45]=2)[CH2:40]1)=[O:38])([CH3:35])([CH3:34])[CH3:33].[Li+].C(=O)([O-])[O-].[NH4+].[NH4+]. (3) Given the product [C:1]([C:5]1[CH:6]=[C:7]([NH:20][C:28](=[O:29])[O:30][CH2:31][C:32]([Cl:35])([Cl:34])[Cl:33])[N:8]([C:10]2[CH:11]=[C:12]3[C:17](=[CH:18][CH:19]=2)[N:16]=[CH:15][CH:14]=[CH:13]3)[N:9]=1)([CH3:4])([CH3:2])[CH3:3], predict the reactants needed to synthesize it. The reactants are: [C:1]([C:5]1[CH:6]=[C:7]([NH2:20])[N:8]([C:10]2[CH:11]=[C:12]3[C:17](=[CH:18][CH:19]=2)[N:16]=[CH:15][CH:14]=[CH:13]3)[N:9]=1)([CH3:4])([CH3:3])[CH3:2].N1C=CC=CC=1.Cl[C:28]([O:30][CH2:31][C:32]([Cl:35])([Cl:34])[Cl:33])=[O:29].O. (4) Given the product [Br:1][C:2]1[CH:3]=[N:4][C:5]([O:21][C:18]2[CH:19]=[CH:20][C:15]([O:14][C:13]([F:12])([F:22])[F:23])=[CH:16][CH:17]=2)=[C:6]([CH:10]=1)[C:7]([OH:9])=[O:8], predict the reactants needed to synthesize it. The reactants are: [Br:1][C:2]1[CH:3]=[N:4][C:5](Cl)=[C:6]([CH:10]=1)[C:7]([OH:9])=[O:8].[F:12][C:13]([F:23])([F:22])[O:14][C:15]1[CH:20]=[CH:19][C:18]([OH:21])=[CH:17][CH:16]=1.C([O-])([O-])=O.[K+].[K+].C(O)(=O)C. (5) Given the product [CH3:49][O:48][C:44]1[CH:45]=[CH:46][CH:47]=[C:39]([O:38][CH3:37])[C:40]=1[C:41]([N:18]1[CH2:17][CH2:16][CH:15]2[CH:20]([N:13]([C:9]3[N:8]=[C:7]([C:1]4[CH:2]=[CH:3][CH:4]=[CH:5][CH:6]=4)[CH:12]=[CH:11][N:10]=3)[CH2:14]2)[CH2:19]1)=[O:42], predict the reactants needed to synthesize it. The reactants are: [C:1]1([C:7]2[CH:12]=[CH:11][N:10]=[C:9]([N:13]3[CH:20]4[CH:15]([CH2:16][CH2:17][NH:18][CH2:19]4)[CH2:14]3)[N:8]=2)[CH:6]=[CH:5][CH:4]=[CH:3][CH:2]=1.CC1C=C(C)N=C(N2[C@@H]3[C@@H](CCNC3)C2)N=1.[CH3:37][O:38][C:39]1[CH:47]=[CH:46][CH:45]=[C:44]([O:48][CH3:49])[C:40]=1[C:41](O)=[O:42].S1C=CC=C1C1C=CC=CC=1C(O)=O. (6) Given the product [Cl:6][C:7]1[C:25]([C:26]([F:29])([F:28])[F:27])=[CH:24][CH:23]=[CH:22][C:8]=1[CH2:9][NH:10][C:11](=[O:21])[CH:12]([C:14]1[CH:19]=[CH:18][CH:17]=[CH:16][C:15]=1[O:4][CH3:1])[CH3:13], predict the reactants needed to synthesize it. The reactants are: [C:1](O)(=[O:4])CC.[Cl:6][C:7]1[C:25]([C:26]([F:29])([F:28])[F:27])=[CH:24][CH:23]=[CH:22][C:8]=1[CH2:9][NH:10][C:11](=[O:21])[CH:12]([C:14]1[CH:19]=[CH:18][CH:17]=[CH:16][C:15]=1Cl)[CH3:13]. (7) The reactants are: COC(=O)C1C=CC=C(C2C=NC(N)=C(C3SC4C=CC=CC=4N=3)C=2)C=1.C[O:28][C:29]([C:31]1[CH:36]=[C:35]([C:37]2[CH:38]=[N:39][C:40]([NH2:52])=[C:41]([C:43]3[S:44][C:45]4[CH:51]=[CH:50][CH:49]=[CH:48][C:46]=4[N:47]=3)[CH:42]=2)[CH:34]=[CH:33][N:32]=1)=[O:30].[OH-].[Na+]. Given the product [NH2:52][C:40]1[N:39]=[CH:38][C:37]([C:35]2[CH:34]=[CH:33][N:32]=[C:31]([C:29]([OH:30])=[O:28])[CH:36]=2)=[CH:42][C:41]=1[C:43]1[S:44][C:45]2[CH:51]=[CH:50][CH:49]=[CH:48][C:46]=2[N:47]=1, predict the reactants needed to synthesize it. (8) Given the product [S:9]1[C:10]2[CH:15]=[CH:14][CH:13]=[CH:12][C:11]=2[C:7]([C:5]([OH:6])=[O:4])=[CH:8]1, predict the reactants needed to synthesize it. The reactants are: CO.C[O:4][C:5]([C:7]1[C:11]2[CH:12]=[CH:13][CH:14]=[CH:15][C:10]=2[S:9][CH:8]=1)=[O:6].[OH-].[Li+].Cl. (9) Given the product [CH3:11][O:10][CH2:8][CH2:7][CH2:6][C:5](=[O:4])[CH2:18][C:16](=[O:17])[C:12]([CH3:15])([CH3:14])[CH3:13], predict the reactants needed to synthesize it. The reactants are: [H-].[Na+].C[O:4][CH2:5][CH2:6][CH2:7][C:8]([O:10][CH3:11])=O.[C:12]([C:16]([CH3:18])=[O:17])([CH3:15])([CH3:14])[CH3:13]. (10) The reactants are: [CH3:1][C:2]1[CH:10]=[C:9]([C:11]([F:14])([F:13])[F:12])[CH:8]=[C:7]([C:15]([F:18])([F:17])[F:16])[C:3]=1[C:4](O)=[O:5].C(Cl)(=O)C([Cl:22])=O. Given the product [CH3:1][C:2]1[CH:10]=[C:9]([C:11]([F:14])([F:13])[F:12])[CH:8]=[C:7]([C:15]([F:18])([F:17])[F:16])[C:3]=1[C:4]([Cl:22])=[O:5], predict the reactants needed to synthesize it.